This data is from Peptide-MHC class II binding affinity with 134,281 pairs from IEDB. The task is: Regression. Given a peptide amino acid sequence and an MHC pseudo amino acid sequence, predict their binding affinity value. This is MHC class II binding data. The peptide sequence is GELQIVDDIDAAFKI. The MHC is DRB1_1201 with pseudo-sequence DRB1_1201. The binding affinity (normalized) is 0.429.